Predict the reactants needed to synthesize the given product. From a dataset of Full USPTO retrosynthesis dataset with 1.9M reactions from patents (1976-2016). Given the product [CH3:13][O:12][C:11]1[CH:10]=[CH:9][C:4]([C:5]([O:7][CH3:8])=[O:6])=[CH:3][C:2]=1[C:15]#[C:14][Si:16]([CH3:19])([CH3:18])[CH3:17], predict the reactants needed to synthesize it. The reactants are: Br[C:2]1[CH:3]=[C:4]([CH:9]=[CH:10][C:11]=1[O:12][CH3:13])[C:5]([O:7][CH3:8])=[O:6].[C:14]([Si:16]([CH3:19])([CH3:18])[CH3:17])#[CH:15].